This data is from NCI-60 drug combinations with 297,098 pairs across 59 cell lines. The task is: Regression. Given two drug SMILES strings and cell line genomic features, predict the synergy score measuring deviation from expected non-interaction effect. Drug 1: C1=NC2=C(N=C(N=C2N1C3C(C(C(O3)CO)O)F)Cl)N. Drug 2: N.N.Cl[Pt+2]Cl. Cell line: OVCAR-5. Synergy scores: CSS=57.6, Synergy_ZIP=-0.810, Synergy_Bliss=-1.32, Synergy_Loewe=8.39, Synergy_HSA=3.72.